From a dataset of Reaction yield outcomes from USPTO patents with 853,638 reactions. Predict the reaction yield, written as a fraction of the theoretical maximum amount of product (1.0 means a 100% yield; for example, 0.34 means a 34% yield). (1) The reactants are [C:1]1([C:7]#[C:8][C:9]2[CH:14]=[CH:13][CH:12]=[CH:11][CH:10]=2)[CH:6]=[CH:5][CH:4]=[CH:3][CH:2]=1.C(O)=O.[Al].C1(/C=C\C2C=CC=CC=2)C=CC=CC=1. The catalyst is O1CCOCC1. The product is [C:1]1(/[CH:7]=[CH:8]/[C:9]2[CH:10]=[CH:11][CH:12]=[CH:13][CH:14]=2)[CH:6]=[CH:5][CH:4]=[CH:3][CH:2]=1. The yield is 0.0400. (2) The reactants are [C:1]([O:5][C:6](=[O:22])[NH:7][C:8]1[CH:9]=[N:10][C:11]([Cl:21])=[CH:12][C:13]=1[C:14]1[C:15]([CH3:20])=[N:16][CH:17]=[CH:18][CH:19]=1)([CH3:4])([CH3:3])[CH3:2].[H-].[Na+].[CH3:25]I. The catalyst is CN(C=O)C. The product is [C:1]([O:5][C:6](=[O:22])[N:7]([C:8]1[CH:9]=[N:10][C:11]([Cl:21])=[CH:12][C:13]=1[C:14]1[C:15]([CH3:20])=[N:16][CH:17]=[CH:18][CH:19]=1)[CH3:25])([CH3:4])([CH3:2])[CH3:3]. The yield is 0.840. (3) The catalyst is CO. The reactants are [CH3:1][O:2][C:3]([C:5]1[CH:6]=[C:7]([C:14]2[CH:19]=[CH:18][C:17]([CH3:20])=[CH:16][CH:15]=2)[CH:8]=[C:9]([N+:11]([O-])=O)[CH:10]=1)=[O:4]. The product is [CH3:1][O:2][C:3]([C:5]1[CH:6]=[C:7]([C:14]2[CH:19]=[CH:18][C:17]([CH3:20])=[CH:16][CH:15]=2)[CH:8]=[C:9]([NH2:11])[CH:10]=1)=[O:4]. The yield is 0.950. (4) The reactants are C[O:2][C:3](=[O:43])[CH2:4][CH2:5][C@@H:6]1[CH2:11][C@H:10]([O:12][C:13]2[C:14]3[C:21]([C:22]4[CH:27]=[CH:26][C:25]([O:28][CH3:29])=[CH:24][CH:23]=4)=[C:20]([C:30]4[CH:35]=[CH:34][CH:33]=[CH:32][CH:31]=4)[O:19][C:15]=3[N:16]=[CH:17][N:18]=2)[CH2:9][CH2:8][N:7]1[C:36]([O:38][C:39]([CH3:42])([CH3:41])[CH3:40])=[O:37].[OH-].[Na+].Cl. The product is [C:39]([O:38][C:36]([N:7]1[CH2:8][CH2:9][C@@H:10]([O:12][C:13]2[C:14]3[C:21]([C:22]4[CH:23]=[CH:24][C:25]([O:28][CH3:29])=[CH:26][CH:27]=4)=[C:20]([C:30]4[CH:31]=[CH:32][CH:33]=[CH:34][CH:35]=4)[O:19][C:15]=3[N:16]=[CH:17][N:18]=2)[CH2:11][C@H:6]1[CH2:5][CH2:4][C:3]([OH:43])=[O:2])=[O:37])([CH3:42])([CH3:40])[CH3:41]. The catalyst is CO. The yield is 1.00.